Dataset: Reaction yield outcomes from USPTO patents with 853,638 reactions. Task: Predict the reaction yield, written as a fraction of the theoretical maximum amount of product (1.0 means a 100% yield; for example, 0.34 means a 34% yield). (1) The reactants are [F:1][C:2]1[CH:3]=[C:4]2[C:9](=[CH:10][CH:11]=1)[N:8]=[C:7]([C:12]1[CH:17]=[C:16]([O:18][CH3:19])[C:15]([O:20][CH3:21])=[C:14]([O:22][CH3:23])[CH:13]=1)[N:6]=[C:5]2[C:24](O)=[O:25].Cl.[OH:28][C:29]1[C:38]([O:39][CH3:40])=[CH:37][CH:36]=[C:35]2[C:30]=1[CH2:31][CH2:32][NH:33][CH2:34]2. The product is [F:1][C:2]1[CH:3]=[C:4]2[C:9](=[CH:10][CH:11]=1)[N:8]=[C:7]([C:12]1[CH:17]=[C:16]([O:18][CH3:19])[C:15]([O:20][CH3:21])=[C:14]([O:22][CH3:23])[CH:13]=1)[N:6]=[C:5]2[C:24]([N:33]1[CH2:32][CH2:31][C:30]2[C:35](=[CH:36][CH:37]=[C:38]([O:39][CH3:40])[C:29]=2[OH:28])[CH2:34]1)=[O:25]. No catalyst specified. The yield is 0.186. (2) The reactants are Cl.Cl.[CH2:3]([N:10]1[CH2:15][CH2:14][C@H:13]([CH3:16])[C@H:12]([NH:17][CH3:18])[CH2:11]1)[C:4]1[CH:9]=[CH:8][CH:7]=[CH:6][CH:5]=1.[C:19]1([CH3:46])[CH:24]=[CH:23][C:22]([C:25]([C@@:27]([C:43]([OH:45])=[O:44])([OH:42])[C@@:28]([C:33]([C:35]2[CH:40]=[CH:39][C:38]([CH3:41])=[CH:37][CH:36]=2)=[O:34])([OH:32])[C:29]([OH:31])=[O:30])=[O:26])=[CH:21][CH:20]=1.[OH-].[Na+]. The catalyst is CO. The product is [C:19]1([CH3:46])[CH:24]=[CH:23][C:22]([C:25]([C@@:27]([C:43]([OH:45])=[O:44])([OH:42])[C@@:28]([C:33]([C:35]2[CH:36]=[CH:37][C:38]([CH3:41])=[CH:39][CH:40]=2)=[O:34])([OH:32])[C:29]([OH:31])=[O:30])=[O:26])=[CH:21][CH:20]=1.[CH2:3]([N:10]1[CH2:15][CH2:14][C@@H:13]([CH3:16])[C@@H:12]([NH:17][CH3:18])[CH2:11]1)[C:4]1[CH:5]=[CH:6][CH:7]=[CH:8][CH:9]=1. The yield is 0.421. (3) The reactants are OC1C=C([CH2:8][C:9]#[N:10])C=CC=1.[CH2:11]=[O:12].[OH2:13].[C:14]1([CH3:24])[CH:19]=[CH:18][C:17](S(O)(=O)=O)=[CH:16][CH:15]=1. The catalyst is C1(C)C=CC=CC=1. The product is [O:12]1[C:15]2[CH:16]=[C:17]([CH2:8][C:9]#[N:10])[CH:18]=[CH:19][C:14]=2[CH2:24][O:13][CH2:11]1. The yield is 0.0500. (4) The reactants are Br[C:2]1[CH:10]=[CH:9][C:5]([C:6]([OH:8])=O)=[C:4]([Cl:11])[CH:3]=1.[N:12]1([C:18]([O:20]C(C)(C)C)=O)[CH2:17][CH2:16][NH:15][CH2:14][CH2:13]1.F[P-](F)(F)(F)(F)F.N1(O[P+](N(C)C)(N(C)C)N(C)C)C2C=CC=CC=2N=N1.[N:52]1[C:61]2[C:56](=[CH:57][C:58](B(O)O)=[CH:59][CH:60]=2)[CH:55]=[CH:54][CH:53]=1.P([O-])([O-])([O-])=O.[K+].[K+].[K+].Cl.[OH:74][C:75]1(C(O)=O)[CH2:77][CH2:76]1. The catalyst is [Cl-].[Na+].O.C(OCC)(=O)C.[OH-].[Na+].C1C=CC([P]([Pd]([P](C2C=CC=CC=2)(C2C=CC=CC=2)C2C=CC=CC=2)([P](C2C=CC=CC=2)(C2C=CC=CC=2)C2C=CC=CC=2)[P](C2C=CC=CC=2)(C2C=CC=CC=2)C2C=CC=CC=2)(C2C=CC=CC=2)C2C=CC=CC=2)=CC=1.C1(C)C=CC=CC=1. The product is [Cl:11][C:4]1[CH:3]=[C:2]([C:58]2[CH:57]=[C:56]3[C:61](=[CH:60][CH:59]=2)[N:52]=[CH:53][CH:54]=[CH:55]3)[CH:10]=[CH:9][C:5]=1[C:6]([N:15]1[CH2:14][CH2:13][N:12]([C:18]([C:75]2([OH:74])[CH2:77][CH2:76]2)=[O:20])[CH2:17][CH2:16]1)=[O:8]. The yield is 0.450. (5) The reactants are [C:1]([C:3]1[N:7]2[N:8]=[C:9]([C:12]3[CH:17]=[CH:16][C:15]([C:18]([N:20]4[CH2:25][CH2:24][O:23][CH2:22][CH2:21]4)=[O:19])=[CH:14][CH:13]=3)[CH:10]=[CH:11][C:6]2=[N:5][CH:4]=1)#[CH:2].I[C:27]1[CH:28]=[N:29][CH:30]=[CH:31][C:32]=1[CH3:33]. No catalyst specified. The yield is 0.999. The product is [CH3:33][C:32]1[CH:31]=[CH:30][N:29]=[CH:28][C:27]=1[C:2]#[C:1][C:3]1[N:7]2[N:8]=[C:9]([C:12]3[CH:13]=[CH:14][C:15]([C:18]([N:20]4[CH2:21][CH2:22][O:23][CH2:24][CH2:25]4)=[O:19])=[CH:16][CH:17]=3)[CH:10]=[CH:11][C:6]2=[N:5][CH:4]=1. (6) The reactants are I([O-])(=O)(=O)=O.[Na+].[OH2:7].[N:8]1([C:14]([O:16][C:17]([CH3:20])([CH3:19])[CH3:18])=[O:15])[CH2:13][CH2:12][S:11][CH2:10][CH2:9]1. The catalyst is CO. The product is [N:8]1([C:14]([O:16][C:17]([CH3:20])([CH3:19])[CH3:18])=[O:15])[CH2:9][CH2:10][S:11](=[O:7])[CH2:12][CH2:13]1. The yield is 0.990. (7) The reactants are [Cl:1][C:2]1[CH:3]=[C:4]([NH:8][C:9]2[C:18]3[C:13](=[CH:14][N:15]=[CH:16][CH:17]=3)[C:12]3[CH:19]=[CH:20][C:21]([C:23]([NH:25][NH2:26])=[O:24])=[CH:22][C:11]=3[N:10]=2)[CH:5]=[CH:6][CH:7]=1.[CH:27](OCC)(OCC)OCC. No catalyst specified. The product is [Cl:1][C:2]1[CH:3]=[C:4]([NH:8][C:9]2[C:18]3[C:13](=[CH:14][N:15]=[CH:16][CH:17]=3)[C:12]3[CH:19]=[CH:20][C:21]([C:23]4[O:24][CH:27]=[N:26][N:25]=4)=[CH:22][C:11]=3[N:10]=2)[CH:5]=[CH:6][CH:7]=1. The yield is 0.560.